Dataset: Reaction yield outcomes from USPTO patents with 853,638 reactions. Task: Predict the reaction yield, written as a fraction of the theoretical maximum amount of product (1.0 means a 100% yield; for example, 0.34 means a 34% yield). The reactants are [CH:1](=[N:8]/[C:9]1C=CC=[C:14]2[C:10]=1CO[C:13]2=O)\[C:2]1[CH:7]=[CH:6][CH:5]=[CH:4][CH:3]=1.[CH2:19]([O:21][CH:22]([O:31][CH2:32][CH3:33])[C:23]1[CH:24]=[C:25]([CH:28]=[CH:29][CH:30]=1)[CH:26]=O)[CH3:20].[CH3:34][O-:35].[Na+].CO.[C:39]([O:43][CH2:44]C)(=[O:42])[CH2:40][CH3:41]. No catalyst specified. The product is [CH2:19]([O:21][CH:22]([O:31][CH2:32][CH3:33])[C:23]1[CH:24]=[C:25]([CH:26]2[C:34](=[O:35])[C:41]3[C:40]([C:39]([O:43][CH3:44])=[O:42])=[CH:13][CH:14]=[CH:10][C:9]=3[NH:8][CH:1]2[C:2]2[CH:3]=[CH:4][CH:5]=[CH:6][CH:7]=2)[CH:28]=[CH:29][CH:30]=1)[CH3:20]. The yield is 0.250.